From a dataset of NCI-60 drug combinations with 297,098 pairs across 59 cell lines. Regression. Given two drug SMILES strings and cell line genomic features, predict the synergy score measuring deviation from expected non-interaction effect. (1) Drug 2: CS(=O)(=O)CCNCC1=CC=C(O1)C2=CC3=C(C=C2)N=CN=C3NC4=CC(=C(C=C4)OCC5=CC(=CC=C5)F)Cl. Drug 1: C1CN1P(=S)(N2CC2)N3CC3. Synergy scores: CSS=19.3, Synergy_ZIP=-9.99, Synergy_Bliss=0.0475, Synergy_Loewe=-8.04, Synergy_HSA=-0.298. Cell line: A549. (2) Drug 1: C1=CC(=CC=C1CCCC(=O)O)N(CCCl)CCCl. Drug 2: CC1=C(C(=O)C2=C(C1=O)N3CC4C(C3(C2COC(=O)N)OC)N4)N. Cell line: MCF7. Synergy scores: CSS=41.8, Synergy_ZIP=1.71, Synergy_Bliss=1.06, Synergy_Loewe=6.15, Synergy_HSA=7.64. (3) Drug 2: C1=CN(C=N1)CC(O)(P(=O)(O)O)P(=O)(O)O. Synergy scores: CSS=4.29, Synergy_ZIP=-1.28, Synergy_Bliss=0.407, Synergy_Loewe=-1.92, Synergy_HSA=-0.888. Drug 1: CCN(CC)CCNC(=O)C1=C(NC(=C1C)C=C2C3=C(C=CC(=C3)F)NC2=O)C. Cell line: SK-OV-3.